Predict the product of the given reaction. From a dataset of Forward reaction prediction with 1.9M reactions from USPTO patents (1976-2016). (1) Given the reactants [OH:1][C:2]1[C:3]([CH:15]([C:27]2[CH:32]=[CH:31][CH:30]=[CH:29][CH:28]=2)[NH:16][C:17](=[O:26])[CH2:18][O:19][C:20]2[CH:25]=[CH:24][CH:23]=[CH:22][CH:21]=2)=[CH:4][C:5]([N+:12]([O-])=O)=[C:6]2[C:11]=1[N:10]=[CH:9][CH:8]=[CH:7]2, predict the reaction product. The product is: [NH2:12][C:5]1[CH:4]=[C:3]([CH:15]([C:27]2[CH:32]=[CH:31][CH:30]=[CH:29][CH:28]=2)[NH:16][C:17](=[O:26])[CH2:18][O:19][C:20]2[CH:25]=[CH:24][CH:23]=[CH:22][CH:21]=2)[C:2]([OH:1])=[C:11]2[C:6]=1[CH:7]=[CH:8][CH:9]=[N:10]2. (2) Given the reactants [Br:1][C:2]1[CH:3]=[N:4][CH:5]=[C:6]2[C:11]=1[N:10]=[C:9]([C:12]([OH:14])=O)[CH:8]=[CH:7]2.C(N(CC)C(C)C)(C)C.F[P-](F)(F)(F)(F)F.N1(OC(N(C)C)=[N+](C)C)C2N=CC=CC=2N=N1.[CH3:48][O:49][CH2:50][CH2:51][NH2:52], predict the reaction product. The product is: [Br:1][C:2]1[CH:3]=[N:4][CH:5]=[C:6]2[C:11]=1[N:10]=[C:9]([C:12]([NH:52][CH2:51][CH2:50][O:49][CH3:48])=[O:14])[CH:8]=[CH:7]2.